Dataset: Full USPTO retrosynthesis dataset with 1.9M reactions from patents (1976-2016). Task: Predict the reactants needed to synthesize the given product. (1) The reactants are: [CH:1]([O:4][C:5]([N:7]1[CH2:12][CH2:11][CH:10]([CH2:13][O:14]S(C)(=O)=O)[CH2:9][CH2:8]1)=[O:6])([CH3:3])[CH3:2].[Br:19][C:20]1[CH:25]=[CH:24][C:23](O)=[CH:22][CH:21]=1.C(=O)([O-])[O-].[K+].[K+]. Given the product [CH:1]([O:4][C:5]([N:7]1[CH2:12][CH2:11][CH:10]([CH2:13][O:14][C:23]2[CH:24]=[CH:25][C:20]([Br:19])=[CH:21][CH:22]=2)[CH2:9][CH2:8]1)=[O:6])([CH3:3])[CH3:2], predict the reactants needed to synthesize it. (2) Given the product [C:26]([C:9]1[C:10]2[N:14]=[C:13]([O:15][CH2:16][CH3:17])[N:12]([C:18]([O:20][C:21]([CH3:24])([CH3:22])[CH3:23])=[O:19])[C:11]=2[CH:25]=[C:7]([C:6]2[C:2]([CH3:1])=[N:3][O:4][C:5]=2[CH3:32])[CH:8]=1)(=[O:31])[C:33]1[CH:38]=[CH:37][CH:36]=[CH:35][CH:34]=1, predict the reactants needed to synthesize it. The reactants are: [CH3:1][C:2]1[C:6]([C:7]2[CH:8]=[C:9]([C:26](=[O:31])N(OC)C)[C:10]3[N:14]=[C:13]([O:15][CH2:16][CH3:17])[N:12]([C:18]([O:20][C:21]([CH3:24])([CH3:23])[CH3:22])=[O:19])[C:11]=3[CH:25]=2)=[C:5]([CH3:32])[O:4][N:3]=1.[C:33]1([Mg]Cl)[CH:38]=[CH:37][CH:36]=[CH:35][CH:34]=1. (3) The reactants are: [N:1]1[C:2]([CH2:10][N:11]([CH3:22])[C@@H:12]2[C:21]3[N:20]=[CH:19][CH:18]=[CH:17][C:16]=3[CH2:15][CH2:14][CH2:13]2)=[CH:3][N:4]2[CH:9]=[CH:8][CH:7]=[CH:6][C:5]=12.[CH3:23][NH:24][CH2:25][CH:26]([CH3:28])[CH3:27].[CH3:29]N(CC1N=C2C=CC=CN2C=1CN1CCOCC1)[C@@H]1C2N=CC=CC=2CCC1. Given the product [CH3:22][N:11]([CH2:10][C:2]1[N:1]=[C:5]2[CH:6]=[CH:7][CH:8]=[CH:9][N:4]2[C:3]=1[CH2:23][N:24]([CH3:29])[CH2:25][CH:26]([CH3:28])[CH3:27])[C@@H:12]1[C:21]2[N:20]=[CH:19][CH:18]=[CH:17][C:16]=2[CH2:15][CH2:14][CH2:13]1, predict the reactants needed to synthesize it. (4) Given the product [C:1]1([C:7]2[C:15]3[C:10](=[CH:11][CH:12]=[CH:13][CH:14]=3)[N:9]([S:16]([C:19]3[CH:20]=[CH:21][C:22]([C:23]([NH:41][CH2:42][C:43]4[CH:44]=[CH:45][C:46]([C:47]([OH:49])=[O:48])=[CH:50][CH:51]=4)=[O:24])=[CH:26][CH:27]=3)(=[O:17])=[O:18])[CH:8]=2)[CH:2]=[CH:3][CH:4]=[CH:5][CH:6]=1, predict the reactants needed to synthesize it. The reactants are: [C:1]1([C:7]2[C:15]3[C:10](=[CH:11][CH:12]=[CH:13][CH:14]=3)[N:9]([S:16]([C:19]3[CH:27]=[CH:26][C:22]([C:23](O)=[O:24])=[CH:21][CH:20]=3)(=[O:18])=[O:17])[CH:8]=2)[CH:6]=[CH:5][CH:4]=[CH:3][CH:2]=1.ONC(=O)CCC(N)=O.C(Cl)CCl.[NH2:41][CH2:42][C:43]1[CH:51]=[CH:50][C:46]([C:47]([OH:49])=[O:48])=[CH:45][CH:44]=1. (5) The reactants are: C(O[C:5]1[C:6](=[O:18])[C:7](=[O:17])[C:8]=1[C:9]1[CH:14]=[CH:13][C:12]([O:15][CH3:16])=[CH:11][CH:10]=1)(C)C.[NH2:19][CH:20]([C:22]([CH3:25])([CH3:24])[CH3:23])[CH3:21]. Given the product [CH3:16][O:15][C:12]1[CH:11]=[CH:10][C:9]([C:8]2[C:7](=[O:17])[C:6](=[O:18])[C:5]=2[NH:19][CH:20]([CH3:21])[C:22]([CH3:25])([CH3:24])[CH3:23])=[CH:14][CH:13]=1, predict the reactants needed to synthesize it. (6) The reactants are: [CH3:1][O:2][C:3]([C@@H:5]1[CH2:10][CH2:9][CH2:8][C@H:7]([C:11]([OH:13])=O)[CH2:6]1)=[O:4].ClC(N(C)C)=C(C)C.[Cl:22][C:23]1[C:24]([C:30]2[CH:31]=[CH:32][C:33]3[N:37]=[CH:36][N:35]([CH2:38][CH:39]4[CH2:44][CH2:43][O:42][CH2:41][CH2:40]4)[C:34]=3[CH:45]=2)=[CH:25][C:26]([NH2:29])=[N:27][CH:28]=1.N1C=CC=CC=1. Given the product [Cl:22][C:23]1[C:24]([C:30]2[CH:31]=[CH:32][C:33]3[N:37]=[CH:36][N:35]([CH2:38][CH:39]4[CH2:44][CH2:43][O:42][CH2:41][CH2:40]4)[C:34]=3[CH:45]=2)=[CH:25][C:26]([NH:29][C:11]([C@@H:7]2[CH2:8][CH2:9][CH2:10][C@H:5]([C:3]([O:2][CH3:1])=[O:4])[CH2:6]2)=[O:13])=[N:27][CH:28]=1, predict the reactants needed to synthesize it. (7) Given the product [F:23][C:20]([F:21])([F:22])[C:15]1[CH:16]=[CH:17][CH:18]=[CH:19][C:14]=1[N:13]1[CH:7]=[N:8][C:9]([NH2:12])=[N:10]1, predict the reactants needed to synthesize it. The reactants are: C1([C:7]2O[N:10]=[C:9]([NH2:12])[N:8]=2)C=CC=CC=1.[NH2:13][C:14]1[CH:19]=[CH:18][CH:17]=[CH:16][C:15]=1[C:20]([F:23])([F:22])[F:21]. (8) Given the product [C:1]([O:4][C@H:5]([CH3:27])[CH2:6][CH2:7][CH2:8][CH2:9][N:10]1[C:19](=[O:20])[C:18]2[N:17]([CH2:21][O:22][CH2:23][CH3:24])[C:16]([C:30]#[N:31])=[N:15][C:14]=2[N:13]([CH3:26])[C:11]1=[O:12])(=[O:3])[CH3:2], predict the reactants needed to synthesize it. The reactants are: [C:1]([O:4][C@H:5]([CH3:27])[CH2:6][CH2:7][CH2:8][CH2:9][N:10]1[C:19](=[O:20])[C:18]2[N:17]([CH2:21][O:22][CH2:23][CH3:24])[C:16](Br)=[N:15][C:14]=2[N:13]([CH3:26])[C:11]1=[O:12])(=[O:3])[CH3:2].[I-].[Na+].[C-:30]#[N:31].[K+].O. (9) Given the product [CH:9]1([C:7]([OH:22])=[O:8])[CH2:14][CH2:13][CH:12]=[CH:11][CH2:10]1, predict the reactants needed to synthesize it. The reactants are: C1([C:7]([CH:9]2[CH2:14][CH2:13][CH2:12][CH2:11][CH2:10]2)=[O:8])C=CC=CC=1.C=CC=C.C(O)(=[O:22])C=C. (10) Given the product [NH2:19][C:15]1[CH:14]=[C:13]([NH:12][C:8]2[N:7]=[C:6]([NH:22][C@H:23]3[CH2:24][CH2:25][C@H:26]([OH:29])[CH2:27][CH2:28]3)[N:5]=[C:4]3[C:9]=2[N:10]=[CH:11][N:3]3[CH2:1][CH3:2])[CH:18]=[CH:17][CH:16]=1, predict the reactants needed to synthesize it. The reactants are: [CH2:1]([N:3]1[CH:11]=[N:10][C:9]2[C:4]1=[N:5][C:6]([NH:22][C@H:23]1[CH2:28][CH2:27][C@H:26]([OH:29])[CH2:25][CH2:24]1)=[N:7][C:8]=2[NH:12][C:13]1[CH:18]=[CH:17][CH:16]=[C:15]([N+:19]([O-])=O)[CH:14]=1)[CH3:2].O.NN.